Dataset: Reaction yield outcomes from USPTO patents with 853,638 reactions. Task: Predict the reaction yield, written as a fraction of the theoretical maximum amount of product (1.0 means a 100% yield; for example, 0.34 means a 34% yield). (1) The reactants are [CH2:1]([O:8][C:9]1[CH:14]=[CH:13][C:12]([N:15]2[C:23]3[C:18](=[CH:19][C:20]([O:24][CH3:25])=[CH:21][CH:22]=3)[CH:17]=[C:16]2[CH2:26][OH:27])=[CH:11][CH:10]=1)[C:2]1[CH:7]=[CH:6][CH:5]=[CH:4][CH:3]=1.I[CH3:29]. The catalyst is C(#N)C.[Ag-]=O. The product is [CH2:1]([O:8][C:9]1[CH:14]=[CH:13][C:12]([N:15]2[C:23]3[C:18](=[CH:19][C:20]([O:24][CH3:25])=[CH:21][CH:22]=3)[CH:17]=[C:16]2[CH2:26][O:27][CH3:29])=[CH:11][CH:10]=1)[C:2]1[CH:7]=[CH:6][CH:5]=[CH:4][CH:3]=1. The yield is 0.770. (2) The reactants are [CH3:1][O:2][C:3]1[CH:4]=[C:5]([CH:7]=[CH:8][C:9]=1[N:10]1[CH2:15][CH2:14][O:13][CH2:12][CH2:11]1)[NH2:6].C(N(CC)CC)C.[Br:23][CH:24]([CH2:28][CH2:29]Br)[C:25](Cl)=[O:26].[OH-].[K+]. The catalyst is ClCCCl. The yield is 0.550. The product is [Br:23][CH:24]1[CH2:28][CH2:29][N:6]([C:5]2[CH:7]=[CH:8][C:9]([N:10]3[CH2:15][CH2:14][O:13][CH2:12][CH2:11]3)=[C:3]([O:2][CH3:1])[CH:4]=2)[C:25]1=[O:26]. (3) The reactants are [CH2:1]([O:3][C:4]([C:6]1[O:7][C:8]2[CH:15]=[CH:14][CH:13]=[C:12]([NH:16][S:17]([CH3:20])(=[O:19])=[O:18])[C:9]=2[C:10]=1[CH3:11])=[O:5])[CH3:2].[C:21]([O-])([O-])=O.[K+].[K+].IC. The catalyst is CN(C=O)C. The product is [CH2:1]([O:3][C:4]([C:6]1[O:7][C:8]2[CH:15]=[CH:14][CH:13]=[C:12]([N:16]([S:17]([CH3:20])(=[O:18])=[O:19])[CH3:21])[C:9]=2[C:10]=1[CH3:11])=[O:5])[CH3:2]. The yield is 1.00. (4) The reactants are [NH2:1][C:2]1[N:3]=[CH:4][C:5]2[S:10][C:9](=[O:11])[N:8]([C@@H:12]3[O:24][C@H:23]([CH2:25][O:26][Si](C(C)(C)C)(C)C)[C@@H:18]([O:19][C:20](=[O:22])[CH3:21])[C@H:13]3[O:14][C:15](=[O:17])[CH3:16])[C:6]=2[N:7]=1.N1C=CC=CC=1. The catalyst is C1COCC1. The product is [NH2:1][C:2]1[N:3]=[CH:4][C:5]2[S:10][C:9](=[O:11])[N:8]([C@@H:12]3[O:24][C@H:23]([CH2:25][OH:26])[C@@H:18]([O:19][C:20](=[O:22])[CH3:21])[C@H:13]3[O:14][C:15](=[O:17])[CH3:16])[C:6]=2[N:7]=1. The yield is 1.00. (5) The reactants are [Cl:1][C:2]1[CH:3]=[CH:4][C:5]([O:11][CH2:12][O:13][CH2:14][CH2:15][O:16][CH3:17])=[C:6]([CH:10]=1)[C:7]([OH:9])=O.[C:18]([O:22][C:23](=[O:39])[NH:24][CH:25]1[CH2:30][CH2:29][N:28]([C:31]2[CH:36]=[CH:35][C:34]([NH2:37])=[CH:33][C:32]=2[F:38])[CH2:27][CH2:26]1)([CH3:21])([CH3:20])[CH3:19].Cl.C(N=C=NCCCN(C)C)C.ClCCl. The catalyst is CN(C)C1C=CN=CC=1.O. The product is [C:18]([O:22][C:23](=[O:39])[NH:24][CH:25]1[CH2:30][CH2:29][N:28]([C:31]2[CH:36]=[CH:35][C:34]([NH:37][C:7](=[O:9])[C:6]3[CH:10]=[C:2]([Cl:1])[CH:3]=[CH:4][C:5]=3[O:11][CH2:12][O:13][CH2:14][CH2:15][O:16][CH3:17])=[CH:33][C:32]=2[F:38])[CH2:27][CH2:26]1)([CH3:21])([CH3:19])[CH3:20]. The yield is 0.700. (6) The catalyst is C1(C)C=CC=CC=1. The reactants are OC1C=C([CH2:8][C:9]#[N:10])C=CC=1.[CH2:11]=[O:12].[OH2:13].[C:14]1([CH3:24])[CH:19]=[CH:18][C:17](S(O)(=O)=O)=[CH:16][CH:15]=1. The product is [O:12]1[C:15]2[CH:16]=[C:17]([CH2:8][C:9]#[N:10])[CH:18]=[CH:19][C:14]=2[CH2:24][O:13][CH2:11]1. The yield is 0.0500.